This data is from Full USPTO retrosynthesis dataset with 1.9M reactions from patents (1976-2016). The task is: Predict the reactants needed to synthesize the given product. (1) Given the product [CH3:1][S:2][C:3](=[NH:30])[C:4]([C:18]1[CH:19]=[C:20]([O:28][CH3:29])[C:21]2[O:26][CH2:25][O:24][CH2:23][C:22]=2[CH:27]=1)=[N:5][C:6]1[CH:11]=[CH:10][C:9]([C:12]2[N:16]=[C:15]([CH3:17])[O:14][N:13]=2)=[CH:8][CH:7]=1, predict the reactants needed to synthesize it. The reactants are: [CH3:1][S:2][C:3](=[NH:30])[CH:4]([C:18]1[CH:19]=[C:20]([O:28][CH3:29])[C:21]2[O:26][CH2:25][O:24][CH2:23][C:22]=2[CH:27]=1)[NH:5][C:6]1[CH:11]=[CH:10][C:9]([C:12]2[N:16]=[C:15]([CH3:17])[O:14][N:13]=2)=[CH:8][CH:7]=1. (2) Given the product [CH2:1]([C:28]1([C:31]#[N:32])[CH2:30][CH2:29]1)[CH2:2][CH2:3][CH2:4][CH2:44][CH2:43][CH2:42][CH2:41][CH2:40][CH2:39][CH2:38][C:37]1([C:12]#[N:15])[CH2:36][CH2:35]1, predict the reactants needed to synthesize it. The reactants are: [CH2:1]([Li])[CH2:2][CH2:3][CH3:4].CCCCCC.[CH:12]([NH:15]C(C)C)(C)C.CN1C(=O)N(C)CCC1.[CH:28]1([C:31]#[N:32])[CH2:30][CH2:29]1.BrC[CH2:35][CH2:36][CH2:37][CH2:38][CH2:39][CH2:40][CH2:41][CH2:42][CH2:43][CH2:44]Br. (3) The reactants are: [C:1]([O:5][C:6](=[O:21])[NH:7][C:8]1[CH:13]=[C:12](Cl)[N:11]=[C:10]([C:15]2[CH:20]=[CH:19][CH:18]=[CH:17][CH:16]=2)[N:9]=1)([CH3:4])([CH3:3])[CH3:2].CN.[CH2:24]([N:26](CC)CC)C.O. Given the product [C:1]([O:5][C:6](=[O:21])[NH:7][C:8]1[CH:13]=[C:12]([NH:26][CH3:24])[N:11]=[C:10]([C:15]2[CH:20]=[CH:19][CH:18]=[CH:17][CH:16]=2)[N:9]=1)([CH3:4])([CH3:3])[CH3:2], predict the reactants needed to synthesize it. (4) Given the product [F:1][C:2]1[CH:7]=[CH:6][C:5]([C:8]2[S:12][CH:11]([C:13]3[CH:18]=[CH:17][CH:16]=[C:15]([O:19][CH3:20])[C:14]=3[O:21][Si:22]([CH:26]([CH3:28])[CH3:27])([CH:23]([CH3:25])[CH3:24])[CH:29]([CH3:31])[CH3:30])[N:10]([C:44]([C:43]3[C:47]([F:52])=[CH:48][C:49]([F:51])=[CH:50][C:42]=3[F:41])=[O:45])[N:9]=2)=[CH:4][CH:3]=1, predict the reactants needed to synthesize it. The reactants are: [F:1][C:2]1[CH:7]=[CH:6][C:5]([C:8]2[S:12][CH:11]([C:13]3[CH:18]=[CH:17][CH:16]=[C:15]([O:19][CH3:20])[C:14]=3[O:21][Si:22]([CH:29]([CH3:31])[CH3:30])([CH:26]([CH3:28])[CH3:27])[CH:23]([CH3:25])[CH3:24])[NH:10][N:9]=2)=[CH:4][CH:3]=1.CCN(C(C)C)C(C)C.[F:41][C:42]1[CH:50]=[C:49]([F:51])[CH:48]=[C:47]([F:52])[C:43]=1[C:44](Cl)=[O:45].